From a dataset of NCI-60 drug combinations with 297,098 pairs across 59 cell lines. Regression. Given two drug SMILES strings and cell line genomic features, predict the synergy score measuring deviation from expected non-interaction effect. (1) Cell line: SK-MEL-5. Drug 1: CNC(=O)C1=CC=CC=C1SC2=CC3=C(C=C2)C(=NN3)C=CC4=CC=CC=N4. Drug 2: CC1CCC2CC(C(=CC=CC=CC(CC(C(=O)C(C(C(=CC(C(=O)CC(OC(=O)C3CCCCN3C(=O)C(=O)C1(O2)O)C(C)CC4CCC(C(C4)OC)OCCO)C)C)O)OC)C)C)C)OC. Synergy scores: CSS=-2.89, Synergy_ZIP=-2.48, Synergy_Bliss=-7.13, Synergy_Loewe=-30.8, Synergy_HSA=-13.6. (2) Drug 2: C1=CC=C(C(=C1)C(C2=CC=C(C=C2)Cl)C(Cl)Cl)Cl. Cell line: NCIH23. Drug 1: CN(C)C1=NC(=NC(=N1)N(C)C)N(C)C. Synergy scores: CSS=7.94, Synergy_ZIP=-0.343, Synergy_Bliss=3.22, Synergy_Loewe=2.50, Synergy_HSA=2.50. (3) Drug 1: C1C(C(OC1N2C=C(C(=O)NC2=O)F)CO)O. Drug 2: CC1CCC2CC(C(=CC=CC=CC(CC(C(=O)C(C(C(=CC(C(=O)CC(OC(=O)C3CCCCN3C(=O)C(=O)C1(O2)O)C(C)CC4CCC(C(C4)OC)O)C)C)O)OC)C)C)C)OC. Cell line: NCI-H226. Synergy scores: CSS=45.5, Synergy_ZIP=1.48, Synergy_Bliss=3.21, Synergy_Loewe=-16.2, Synergy_HSA=1.58. (4) Drug 1: C1=NC2=C(N=C(N=C2N1C3C(C(C(O3)CO)O)O)F)N. Drug 2: C1=NC2=C(N1)C(=S)N=CN2. Cell line: SNB-19. Synergy scores: CSS=8.37, Synergy_ZIP=-2.46, Synergy_Bliss=4.83, Synergy_Loewe=3.01, Synergy_HSA=4.12. (5) Drug 1: C1CC(=O)NC(=O)C1N2CC3=C(C2=O)C=CC=C3N. Drug 2: CN(C(=O)NC(C=O)C(C(C(CO)O)O)O)N=O. Cell line: MDA-MB-435. Synergy scores: CSS=0.496, Synergy_ZIP=-1.39, Synergy_Bliss=-3.43, Synergy_Loewe=0.0775, Synergy_HSA=-1.82. (6) Drug 1: CN(C)C1=NC(=NC(=N1)N(C)C)N(C)C. Drug 2: C1=NNC2=C1C(=O)NC=N2. Cell line: ACHN. Synergy scores: CSS=-3.01, Synergy_ZIP=-0.625, Synergy_Bliss=-5.79, Synergy_Loewe=-10.6, Synergy_HSA=-9.62. (7) Drug 1: COC1=NC(=NC2=C1N=CN2C3C(C(C(O3)CO)O)O)N. Cell line: U251. Synergy scores: CSS=36.8, Synergy_ZIP=1.93, Synergy_Bliss=0.0585, Synergy_Loewe=-34.5, Synergy_HSA=-3.32. Drug 2: CC1=C(C(=O)C2=C(C1=O)N3CC4C(C3(C2COC(=O)N)OC)N4)N.